Task: Predict the product of the given reaction.. Dataset: Forward reaction prediction with 1.9M reactions from USPTO patents (1976-2016) Given the reactants C([O:4][CH:5]1[C:9]2=[N:10][CH:11]=[C:12]([NH2:29])[C:13]([N:14]3[CH2:19][C@H:18]([CH3:20])[CH2:17][C@H:16]([NH:21]C(OC(C)(C)C)=O)[CH2:15]3)=[C:8]2[CH2:7][CH2:6]1)(=O)C.C(OC([NH:37][C:38]1[S:42][C:41]([C:43]2[C:48]([F:49])=[CH:47][CH:46]=[C:45]([O:50][CH3:51])[C:44]=2[F:52])=[N:40][C:39]=1[C:53](O)=[O:54])=O)(C)(C)C.CN(C(ON1N=NC2C=CC=NC1=2)=[N+](C)C)C.F[P-](F)(F)(F)(F)F.CCN(C(C)C)C(C)C, predict the reaction product. The product is: [NH2:37][C:38]1[S:42][C:41]([C:43]2[C:48]([F:49])=[CH:47][CH:46]=[C:45]([O:50][CH3:51])[C:44]=2[F:52])=[N:40][C:39]=1[C:53]([NH:29][C:12]1[C:13]([N:14]2[CH2:19][C@H:18]([CH3:20])[CH2:17][C@H:16]([NH2:21])[CH2:15]2)=[C:8]2[CH2:7][CH2:6][CH:5]([OH:4])[C:9]2=[N:10][CH:11]=1)=[O:54].